Dataset: Full USPTO retrosynthesis dataset with 1.9M reactions from patents (1976-2016). Task: Predict the reactants needed to synthesize the given product. (1) Given the product [Cl:1][C:2]1[CH:11]=[C:10]([S:12][CH3:13])[CH:9]=[CH:8][C:3]=1[CH2:4][OH:5], predict the reactants needed to synthesize it. The reactants are: [Cl:1][C:2]1[CH:11]=[C:10]([S:12][CH3:13])[CH:9]=[CH:8][C:3]=1[C:4](OC)=[O:5].[H-].[Al+3].[Li+].[H-].[H-].[H-]. (2) Given the product [F:1][C:2]1[CH:3]=[C:4]([CH:5]=[CH:6][C:7]=1[O:8][C:9]1[CH:14]=[CH:13][CH:12]=[C:11]([F:15])[CH:10]=1)[CH2:16][O:17][C:31]1[CH:32]=[C:33]2[NH:25][C@@H:26]([CH3:36])[CH2:27][N:28]2[C:29](=[O:35])[N:30]=1, predict the reactants needed to synthesize it. The reactants are: [F:1][C:2]1[CH:3]=[C:4]([CH2:16][OH:17])[CH:5]=[CH:6][C:7]=1[O:8][C:9]1[CH:14]=[CH:13][CH:12]=[C:11]([F:15])[CH:10]=1.C(OC([N:25]1[C:33]2[N:28]([C:29](=[O:35])[N:30]=[C:31](Cl)[CH:32]=2)[CH2:27][C@@H:26]1[CH3:36])=O)(C)(C)C. (3) Given the product [Cl:1][C:2]1[CH:3]=[CH:4][C:5]([NH:8][C:9](=[O:24])[C:10]2[CH:15]=[CH:14][CH:13]=[CH:12][C:11]=2[NH:16][CH2:17][CH:18]2[CH2:19][CH2:20][N:21]([C:26]3[CH:31]=[CH:30][N:29]=[C:28]([C:32]#[N:33])[CH:27]=3)[CH2:22][CH2:23]2)=[N:6][CH:7]=1, predict the reactants needed to synthesize it. The reactants are: [Cl:1][C:2]1[CH:3]=[CH:4][C:5]([NH:8][C:9](=[O:24])[C:10]2[CH:15]=[CH:14][CH:13]=[CH:12][C:11]=2[NH:16][CH2:17][CH:18]2[CH2:23][CH2:22][NH:21][CH2:20][CH2:19]2)=[N:6][CH:7]=1.Cl[C:26]1[CH:31]=[CH:30][N:29]=[C:28]([C:32]#[N:33])[CH:27]=1.C(N(CC)CC)C. (4) Given the product [Br:22][C:23]1[CH:28]=[CH:27][C:26]([NH:29][C:30]2[C:31]([CH:40]([OH:41])[CH2:1][S:2]([CH3:5])(=[O:4])=[O:3])=[CH:32][C:33]3[NH:37][CH:36]=[N:35][C:34]=3[C:38]=2[F:39])=[C:25]([Cl:42])[CH:24]=1, predict the reactants needed to synthesize it. The reactants are: [CH3:1][S:2]([CH3:5])(=[O:4])=[O:3].[Li]CCCC.CN(P(N(C)C)(N(C)C)=O)C.[Br:22][C:23]1[CH:28]=[CH:27][C:26]([NH:29][C:30]2[C:31]([CH:40]=[O:41])=[CH:32][C:33]3[NH:37][CH:36]=[N:35][C:34]=3[C:38]=2[F:39])=[C:25]([Cl:42])[CH:24]=1. (5) Given the product [CH3:28][O:29][C:30]1[CH:35]=[CH:34][CH:33]=[CH:32][C:31]=1[S:36][C:9]1[N:10]([CH2:12][C:13]2[C:22]3[C:17](=[CH:18][CH:19]=[CH:20][CH:21]=3)[CH:16]=[CH:15][CH:14]=2)[CH:11]=[C:5]2[C:6]=1[C:7](=[O:8])[N:2]([CH3:1])[C:3](=[O:27])[N:4]2[CH2:23][CH:24]([CH3:25])[CH3:26], predict the reactants needed to synthesize it. The reactants are: [CH3:1][N:2]1[C:7](=[O:8])[C:6]2=[CH:9][N:10]([CH2:12][C:13]3[C:22]4[C:17](=[CH:18][CH:19]=[CH:20][CH:21]=4)[CH:16]=[CH:15][CH:14]=3)[CH:11]=[C:5]2[N:4]([CH2:23][CH:24]([CH3:26])[CH3:25])[C:3]1=[O:27].[CH3:28][O:29][C:30]1[CH:35]=[CH:34][CH:33]=[CH:32][C:31]=1[S:36][S:36][C:31]1[CH:32]=[CH:33][CH:34]=[CH:35][C:30]=1[O:29][CH3:28]. (6) Given the product [F:19][C:20]1[CH:25]=[C:24]([F:26])[CH:23]=[CH:22][C:21]=1[C@@H:27]([NH:29][C:2]1[CH:3]=[C:4]([C:10]2[CH:11]=[N:12][N:13]3[CH:18]=[CH:17][CH:16]=[N:15][C:14]=23)[N:5]=[C:6]([S:8][CH3:9])[N:7]=1)[CH3:28], predict the reactants needed to synthesize it. The reactants are: Cl[C:2]1[N:7]=[C:6]([S:8][CH3:9])[N:5]=[C:4]([C:10]2[CH:11]=[N:12][N:13]3[CH:18]=[CH:17][CH:16]=[N:15][C:14]=23)[CH:3]=1.[F:19][C:20]1[CH:25]=[C:24]([F:26])[CH:23]=[CH:22][C:21]=1[C@@H:27]([NH2:29])[CH3:28]. (7) The reactants are: C(O[C:4](=[O:10])[NH:5][C:6](=[O:9])[CH2:7]Cl)C.[Br:11][C:12]1[CH:17]=[CH:16][C:15]([NH2:18])=[CH:14][C:13]=1[CH3:19].CN(C)C1C=CC=CC=1. Given the product [Br:11][C:12]1[CH:17]=[CH:16][C:15]([N:18]2[CH2:7][C:6](=[O:9])[NH:5][C:4]2=[O:10])=[CH:14][C:13]=1[CH3:19], predict the reactants needed to synthesize it. (8) Given the product [C:7]([O:4][CH2:3][CH:2]([CH3:1])[CH2:5][CH3:6])(=[O:19])[CH2:8][CH2:9][CH2:10][CH2:11][CH2:12][CH2:13][CH2:14][CH2:15][CH2:16][CH2:17][CH3:18], predict the reactants needed to synthesize it. The reactants are: [CH3:1][CH:2]([CH2:5][CH3:6])[CH2:3][OH:4].[C:7](O)(=[O:19])[CH2:8][CH2:9][CH2:10][CH2:11][CH2:12][CH2:13][CH2:14][CH2:15][CH2:16][CH2:17][CH3:18]. (9) Given the product [CH2:15]([N:3]1[C:2]([Br:1])=[C:6]([Br:7])[N:5]=[C:4]1[CH3:8])[C:16]1[CH:21]=[CH:20][CH:19]=[CH:18][CH:17]=1, predict the reactants needed to synthesize it. The reactants are: [Br:1][C:2]1[N:3]=[C:4]([CH3:8])[NH:5][C:6]=1[Br:7].C(=O)([O-])[O-].[Na+].[Na+].[CH2:15](Br)[C:16]1[CH:21]=[CH:20][CH:19]=[CH:18][CH:17]=1.O. (10) Given the product [CH3:10][C:11]1[CH:16]=[CH:15][CH:14]=[CH:13][C:12]=1[O:17][C:2]1[CH:3]=[C:4]([CH:7]=[CH:8][CH:9]=1)[C:5]#[N:6], predict the reactants needed to synthesize it. The reactants are: F[C:2]1[CH:3]=[C:4]([CH:7]=[CH:8][CH:9]=1)[C:5]#[N:6].[CH3:10][C:11]1[CH:16]=[CH:15][CH:14]=[CH:13][C:12]=1[OH:17].C(=O)([O-])[O-].[Cs+].[Cs+].Cl.